This data is from Catalyst prediction with 721,799 reactions and 888 catalyst types from USPTO. The task is: Predict which catalyst facilitates the given reaction. (1) Reactant: O1CCCC1.[NH2:6][C:7]1[C:15]([CH3:16])=[CH:14][C:13]([Br:17])=[CH:12][C:8]=1[C:9]([NH2:11])=O.C(N(CC)CC)C.FC(F)(F)C(OC(=O)C(F)(F)F)=O. Product: [NH2:6][C:7]1[C:15]([CH3:16])=[CH:14][C:13]([Br:17])=[CH:12][C:8]=1[C:9]#[N:11]. The catalyst class is: 84. (2) Reactant: Cl.CN(C)CCCN=C=NCC.[CH2:13]([O:20][C:21]1[CH:26]=[CH:25][C:24]([C:27]2[O:31][C:30]([C:32]([OH:34])=O)=[N:29][C:28]=2[C:35]2[CH:40]=[CH:39][C:38]([O:41][CH3:42])=[CH:37][CH:36]=2)=[CH:23][CH:22]=1)[C:14]1[CH:19]=[CH:18][CH:17]=[CH:16][CH:15]=1.O.O[N:45]1[C:49]2C=[CH:51][CH:52]=[CH:53][C:48]=2N=N1.N1CCCCC1. Product: [CH2:13]([O:20][C:21]1[CH:22]=[CH:23][C:24]([C:27]2[O:31][C:30]([C:32]([N:45]3[CH2:51][CH2:52][CH2:53][CH2:48][CH2:49]3)=[O:34])=[N:29][C:28]=2[C:35]2[CH:40]=[CH:39][C:38]([O:41][CH3:42])=[CH:37][CH:36]=2)=[CH:25][CH:26]=1)[C:14]1[CH:15]=[CH:16][CH:17]=[CH:18][CH:19]=1. The catalyst class is: 9. (3) Reactant: [C:1]1([C:11]([OH:13])=O)[C:10]2[CH2:9][CH2:8][CH2:7][CH2:6][C:5]=2[CH:4]=C[CH:2]=1.C([O:16][C:17]([C:19]1([NH2:30])[CH2:27][C:26]2[C:21](=[CH:22][CH:23]=[C:24](OC)[CH:25]=2)[CH2:20]1)=[O:18])C.C[N:32](C(ON1N=NC2C=CC=NC1=2)=[N+](C)C)C.F[P-](F)(F)(F)(F)F.CCN(C(C)C)C(C)C. Product: [CH:4]1[C:5]2[C:10](=[CH:9][CH:8]=[CH:7][CH:6]=2)[C:1]([C:11]([NH:30][C:19]2([C:17]([OH:16])=[O:18])[CH2:27][C:26]3[C:21](=[CH:22][CH:23]=[CH:24][CH:25]=3)[CH2:20]2)=[O:13])=[CH:2][N:32]=1. The catalyst class is: 3. (4) Reactant: Cl[C:2](Cl)([O:4]C(=O)OC(Cl)(Cl)Cl)Cl.[Br:13][C:14]1[C:15]([NH:21][NH2:22])=[N:16][CH:17]=[CH:18][C:19]=1[Cl:20]. Product: [Br:13][C:14]1[C:15]2[N:16]([C:2](=[O:4])[NH:22][N:21]=2)[CH:17]=[CH:18][C:19]=1[Cl:20]. The catalyst class is: 1.